This data is from Experimentally validated miRNA-target interactions with 360,000+ pairs, plus equal number of negative samples. The task is: Binary Classification. Given a miRNA mature sequence and a target amino acid sequence, predict their likelihood of interaction. (1) The miRNA is mmu-miR-697 with sequence AACAUCCUGGUCCUGUGGAGA. The protein sequence of the target gene is MFACAKLARTPALIRAGSRVAYRPISASVLSRPETRTGEGSTVFNGAQNGVCQLIRREFQTSVISRDIDTAAKFIGAGAATVGVAGSGAGIGTVFGSLIIGYARNPSLKQQLFSYAILGFALSEAMGLFCLMVAFLILFAM. Result: 1 (interaction). (2) The miRNA is mmu-miR-471-3p with sequence UGAAAGGUGCCAUACUAUGUAU. The protein sequence of the target gene is MAVLVVLLFFLVAGALGNEFSILRSPGSVVFRNGNWPIPGDRIPDVAALSMGFSVKEDLSWPGLAVGNLFHRPRATIMVMVKGVDKLALPAGSVISYPLENAVPFSLDSVANSIHSLFSEETPVVLQLAPSEERVYMVGKANSVFEDLSVTLRQLRNRLFQENSLLNSLPLNSLSRNNEVDLLFLSELQVLHDISSLLSRHKHLAKDHSPDLYSLELAGLDELGKRYGEDSEQFRDASKILVDALQKFADDMYSLYGGNAVVELVTVKSFDTSLVRKSRTILEAKQENTQSPYNLAYKYN.... Result: 0 (no interaction). (3) The miRNA is hsa-miR-100-5p with sequence AACCCGUAGAUCCGAACUUGUG. The protein sequence of the target gene is MAVTSHHMVPVFVLMSACLATAGPEPSTRCELSPISASHPVQALMESFTVLSGCASRGTTGLPREVHILNLRSTDQGLGQPQREVTLHLNPIASVHTHHKPVVFLLNSPQPLVWHVKTERLAAGVPRLFLVSEGSVVQFSSGNFSLTAETEERSFPQENEHLLHWAQKEYGAVTSFTELKIARNIYIKVGEDQVFPPTCNIGKNFLSLNYLAEYLQPKAAEGCVLASQPHEKEVHIIELISPNSNPYSTFQVDIIIDIRPAREDPEVVKNLVLILKCKKSVNWVIKSFDVKGNLKVIAPD.... Result: 0 (no interaction). (4) Result: 0 (no interaction). The protein sequence of the target gene is MSGISGCPFFLWGLLALLGLALVISLIFNISHYVEKQRQDKMYSYSSDHTRVDEYYIEDTPIYGNLDDMISEPMDENCYEQMKARPEKSVNKMQEATPSAQATNETQMCYASLDHSVKGKRRKPRKQNTHFSDKDGDEQLHAIDASVSKTTLVDSFSPESQAVEENIHDDPIRLFGLIRAKREPIN. The miRNA is hsa-miR-183-5p with sequence UAUGGCACUGGUAGAAUUCACU.